This data is from Catalyst prediction with 721,799 reactions and 888 catalyst types from USPTO. The task is: Predict which catalyst facilitates the given reaction. (1) Reactant: [CH3:1][O:2][C:3]1[CH:4]=[C:5]2[C:10](=[CH:11][C:12]=1[O:13][CH3:14])[N:9]=[CH:8][N:7]=[C:6]2[O:15][C:16]1[CH:17]=[C:18]([CH:20]=[CH:21][CH:22]=1)[NH2:19].[C:23]1([N:29]2[C:33]([NH:34][C:35](=O)[O:36]C3C=CC=CC=3)=[CH:32][C:31]([C:44]([CH3:50])([CH3:49])[C:45]([F:48])([F:47])[F:46])=[N:30]2)[CH:28]=[CH:27][CH:26]=[CH:25][CH:24]=1. Product: [CH3:1][O:2][C:3]1[CH:4]=[C:5]2[C:10](=[CH:11][C:12]=1[O:13][CH3:14])[N:9]=[CH:8][N:7]=[C:6]2[O:15][C:16]1[CH:17]=[C:18]([NH:19][C:35]([NH:34][C:33]2[N:29]([C:23]3[CH:28]=[CH:27][CH:26]=[CH:25][CH:24]=3)[N:30]=[C:31]([C:44]([CH3:50])([CH3:49])[C:45]([F:48])([F:47])[F:46])[CH:32]=2)=[O:36])[CH:20]=[CH:21][CH:22]=1. The catalyst class is: 230. (2) Reactant: [N:1]12[CH2:8][CH2:7][C:4]([C:9]([C:17]3[CH:22]=[CH:21][CH:20]=[CH:19][CH:18]=3)([C:11]3[CH:16]=[CH:15][CH:14]=[CH:13][CH:12]=3)[OH:10])([CH2:5][CH2:6]1)[CH2:3][CH2:2]2.[N+:23]([C:26]1[CH:27]=[C:28]([O:32][CH2:33][CH2:34][CH2:35][Br:36])[CH:29]=[CH:30][CH:31]=1)([O-:25])=[O:24]. Product: [Br-:36].[OH:10][C:9]([C:17]1[CH:22]=[CH:21][CH:20]=[CH:19][CH:18]=1)([C:11]1[CH:12]=[CH:13][CH:14]=[CH:15][CH:16]=1)[C:4]12[CH2:5][CH2:6][N+:1]([CH2:35][CH2:34][CH2:33][O:32][C:28]3[CH:29]=[CH:30][CH:31]=[C:26]([N+:23]([O-:25])=[O:24])[CH:27]=3)([CH2:2][CH2:3]1)[CH2:8][CH2:7]2. The catalyst class is: 23. (3) Reactant: [Cl:1][C:2]1[CH:16]=[CH:15][C:14]([Cl:17])=[CH:13][C:3]=1[O:4][C:5]1[CH:10]=[CH:9][C:8]([NH2:11])=[CH:7][C:6]=1[F:12].C(=O)(O)[O-].[Na+].[C:23](Cl)(Cl)=[S:24]. Product: [Cl:1][C:2]1[CH:16]=[CH:15][C:14]([Cl:17])=[CH:13][C:3]=1[O:4][C:5]1[CH:10]=[CH:9][C:8]([N:11]=[C:23]=[S:24])=[CH:7][C:6]=1[F:12]. The catalyst class is: 22. (4) The catalyst class is: 73. Reactant: Cl[C:2]1[N:7]=[N:6][C:5]([N:8]2[CH2:13][CH2:12][CH:11]([N:14]3[C:22]4[C:17](=[CH:18][CH:19]=[C:20]([F:23])[CH:21]=4)[CH2:16][CH2:15]3)[CH2:10][CH2:9]2)=[CH:4][CH:3]=1.C[N:25]1[CH:29]=[CH:28][S:27][CH:26]1[Sn](CCCC)(CCCC)CCCC.O1CCOC[CH2:44]1. Product: [F:23][C:20]1[CH:21]=[C:22]2[C:17]([CH2:16][CH2:15][N:14]2[CH:11]2[CH2:12][CH2:13][N:8]([C:5]3[N:6]=[N:7][C:2]([C:26]4[S:27][C:28]([CH3:44])=[CH:29][N:25]=4)=[CH:3][CH:4]=3)[CH2:9][CH2:10]2)=[CH:18][CH:19]=1. (5) Reactant: [H-].[Na+].[CH:3]1(Br)[CH2:7][CH2:6][CH2:5][CH2:4]1.CN(C=O)C.[CH:14]1([N:19]2[CH2:24][CH2:23][CH:22]([O:25][C:26]3[N:31]=[CH:30][C:29]([C:32]4[CH:33]=[CH:34][C:35](=[O:38])[NH:36][CH:37]=4)=[CH:28][N:27]=3)[CH2:21][CH2:20]2)[CH2:18][CH2:17][CH2:16][CH2:15]1. Product: [CH:14]1([N:19]2[CH2:24][CH2:23][CH:22]([O:25][C:26]3[N:27]=[CH:28][C:29]([C:32]4[CH:33]=[CH:34][C:35]([O:38][CH:3]5[CH2:7][CH2:6][CH2:5][CH2:4]5)=[N:36][CH:37]=4)=[CH:30][N:31]=3)[CH2:21][CH2:20]2)[CH2:15][CH2:16][CH2:17][CH2:18]1. The catalyst class is: 6. (6) Reactant: [F:1][C:2]1[CH:7]=[CH:6][C:5]([C:8]2[C:9](=[O:20])[C:10]([C:15]([O:17]CC)=[O:16])=[CH:11][N:12]([CH3:14])[CH:13]=2)=[CH:4][CH:3]=1.[OH-].[Na+]. Product: [F:1][C:2]1[CH:3]=[CH:4][C:5]([C:8]2[C:9](=[O:20])[C:10]([C:15]([OH:17])=[O:16])=[CH:11][N:12]([CH3:14])[CH:13]=2)=[CH:6][CH:7]=1. The catalyst class is: 6.